This data is from Forward reaction prediction with 1.9M reactions from USPTO patents (1976-2016). The task is: Predict the product of the given reaction. (1) Given the reactants [CH3:1][S:2](Cl)(=[O:4])=[O:3].[CH2:6]1[O:11][CH:10]([C:12]2[CH:17]=[CH:16][CH:15]=[CH:14][CH:13]=2)[O:9][CH2:8][CH:7]1[OH:18], predict the reaction product. The product is: [CH3:1][S:2]([O:18][CH:7]1[CH2:6][O:11][CH:10]([C:12]2[CH:17]=[CH:16][CH:15]=[CH:14][CH:13]=2)[O:9][CH2:8]1)(=[O:4])=[O:3]. (2) Given the reactants Cl[CH2:2][CH2:3][CH2:4][S:5]([N:8]1[CH2:13][CH2:12][CH:11]([C:14]2[C:22]3[C:17](=[C:18]([C:29]([NH2:31])=[O:30])[CH:19]=[C:20]([C:23]4[CH:28]=[CH:27][CH:26]=[CH:25][CH:24]=4)[CH:21]=3)[NH:16][CH:15]=2)[CH2:10][CH2:9]1)(=[O:7])=[O:6].Cl.[CH3:33][O:34][NH2:35].C([O-])([O-])=O.[K+].[K+], predict the reaction product. The product is: [CH3:33][O:34][NH:35][CH2:2][CH2:3][CH2:4][S:5]([N:8]1[CH2:13][CH2:12][CH:11]([C:14]2[C:22]3[C:17](=[C:18]([C:29]([NH2:31])=[O:30])[CH:19]=[C:20]([C:23]4[CH:28]=[CH:27][CH:26]=[CH:25][CH:24]=4)[CH:21]=3)[NH:16][CH:15]=2)[CH2:10][CH2:9]1)(=[O:7])=[O:6]. (3) Given the reactants [N+:1]([C:4]1[CH:11]=[CH:10][C:7]([C:8]#[N:9])=[C:6]([F:12])[CH:5]=1)([O-])=O, predict the reaction product. The product is: [NH2:1][C:4]1[CH:11]=[CH:10][C:7]([C:8]#[N:9])=[C:6]([F:12])[CH:5]=1. (4) Given the reactants [C:1]([C:3]1[CH:8]=[CH:7][CH:6]=[C:5]([CH3:9])[N:4]=1)#[CH:2].C([Li])CCC.Cl[C:16]([O:18][CH2:19][CH3:20])=[O:17], predict the reaction product. The product is: [CH2:19]([O:18][C:16](=[O:17])[C:2]#[C:1][C:3]1[CH:8]=[CH:7][CH:6]=[C:5]([CH3:9])[N:4]=1)[CH3:20]. (5) Given the reactants [CH3:1][C:2]1[C:11]2[C:6](=[CH:7][CH:8]=[CH:9][CH:10]=2)[C:5]([O:12][C:13]2[CH:21]=[CH:20][C:16]([C:17]([NH2:19])=[O:18])=[CH:15][N:14]=2)=[CH:4][N:3]=1.[Se](=O)=[O:23], predict the reaction product. The product is: [CH:1]([C:2]1[C:11]2[C:6](=[CH:7][CH:8]=[CH:9][CH:10]=2)[C:5]([O:12][C:13]2[CH:21]=[CH:20][C:16]([C:17]([NH2:19])=[O:18])=[CH:15][N:14]=2)=[CH:4][N:3]=1)=[O:23].